From a dataset of Reaction yield outcomes from USPTO patents with 853,638 reactions. Predict the reaction yield, written as a fraction of the theoretical maximum amount of product (1.0 means a 100% yield; for example, 0.34 means a 34% yield). (1) The catalyst is C1COCC1.O. The yield is 0.570. The reactants are CC(C)([O-])C.[K+].[Cl-].[CH3:8][O:9][CH2:10]P(C1C=CC=CC=1)(C1C=CC=CC=1)C1C=CC=CC=1.[Br:30][C:31]1[CH:39]=[C:38]2[C:34]([C:35]([CH:48]=O)([CH3:47])[CH2:36][N:37]2[C:40]([O:42][C:43]([CH3:46])([CH3:45])[CH3:44])=[O:41])=[CH:33][CH:32]=1. The product is [Br:30][C:31]1[CH:39]=[C:38]2[C:34]([C:35](/[CH:48]=[CH:8]/[O:9][CH3:10])([CH3:47])[CH2:36][N:37]2[C:40]([O:42][C:43]([CH3:45])([CH3:44])[CH3:46])=[O:41])=[CH:33][CH:32]=1. (2) The reactants are C([O:8][C:9]1[CH:14]=[C:13]([O:15]CC2C=CC=CC=2)[C:12]([C:23]([CH3:25])=[CH2:24])=[CH:11][C:10]=1[C:26]([N:28]1[CH2:36][C:35]2[C:30](=[CH:31][CH:32]=[CH:33][C:34]=2[O:37][CH2:38][CH2:39][CH2:40][N:41]2[CH2:46][CH2:45][O:44][CH2:43][CH2:42]2)[CH2:29]1)=[O:27])C1C=CC=CC=1. The catalyst is CO.[Pd]. The product is [OH:8][C:9]1[CH:14]=[C:13]([OH:15])[C:12]([CH:23]([CH3:25])[CH3:24])=[CH:11][C:10]=1[C:26]([N:28]1[CH2:36][C:35]2[C:30](=[CH:31][CH:32]=[CH:33][C:34]=2[O:37][CH2:38][CH2:39][CH2:40][N:41]2[CH2:42][CH2:43][O:44][CH2:45][CH2:46]2)[CH2:29]1)=[O:27]. The yield is 0.0600.